From a dataset of Catalyst prediction with 721,799 reactions and 888 catalyst types from USPTO. Predict which catalyst facilitates the given reaction. (1) Reactant: [CH3:1][S:2]([N:5]1[CH2:10][CH2:9][N:8]([CH2:11][C:12]2[CH:20]=[C:19]3[C:15]([CH:16]=[C:17]([C:24]4[C:25](=[O:34])[NH:26][C:27]5[C:32]([CH:33]=4)=[CH:31][CH:30]=[CH:29][CH:28]=5)[N:18]3C([O-])=O)=[CH:14][CH:13]=2)[CH2:7][CH2:6]1)(=[O:4])=[O:3].O.CSC.C(O)(C(F)(F)F)=O. Product: [CH3:1][S:2]([N:5]1[CH2:6][CH2:7][N:8]([CH2:11][C:12]2[CH:20]=[C:19]3[C:15]([CH:16]=[C:17]([C:24]4[C:25](=[O:34])[NH:26][C:27]5[C:32]([CH:33]=4)=[CH:31][CH:30]=[CH:29][CH:28]=5)[NH:18]3)=[CH:14][CH:13]=2)[CH2:9][CH2:10]1)(=[O:3])=[O:4]. The catalyst class is: 2. (2) Reactant: [CH3:1][O:2][C:3]1[CH:4]=[C:5](B(O)O)[CH:6]=[CH:7][C:8]=1[O:9][CH3:10].Br[C:15]1[CH:16]=[C:17]([CH:20]=[CH:21][C:22]=1[O:23][CH3:24])[CH:18]=[O:19].C(=O)([O-])[O-].[K+].[K+]. Product: [CH3:24][O:23][C:22]1[CH:21]=[CH:20][C:17]([CH:18]=[O:19])=[CH:16][C:15]=1[C:5]1[CH:6]=[CH:7][C:8]([O:9][CH3:10])=[C:3]([O:2][CH3:1])[CH:4]=1. The catalyst class is: 335.